The task is: Predict which catalyst facilitates the given reaction.. This data is from Catalyst prediction with 721,799 reactions and 888 catalyst types from USPTO. (1) Reactant: [O:1]1[CH2:3][C@@H:2]1[CH2:4][O:5][C:6]1[CH:13]=[CH:12][C:11]([C:14]([F:17])([F:16])[F:15])=[CH:10][C:7]=1C=O.C1C=C(Cl)C=C(C(OO)=[O:26])C=1.C([O-])(O)=O.[Na+]. Product: [F:17][C:14]([F:15])([F:16])[C:11]1[CH:12]=[CH:13][C:6]2[O:5][CH2:4][C@H:2]([CH2:3][OH:1])[O:26][C:7]=2[CH:10]=1. The catalyst class is: 22. (2) Reactant: [Cl:1][C:2]1[C:9]([Cl:10])=[CH:8][CH:7]=[CH:6][C:3]=1[CH:4]=O.[NH:11]1[CH2:15][CH2:14][CH2:13][CH2:12]1.[OH-].[Na+]. Product: [Cl:1][C:2]1[C:9]([Cl:10])=[CH:8][CH:7]=[CH:6][C:3]=1[CH2:4][N:11]1[CH2:15][CH2:14][CH2:13][CH2:12]1. The catalyst class is: 2.